Dataset: Peptide-MHC class I binding affinity with 185,985 pairs from IEDB/IMGT. Task: Regression. Given a peptide amino acid sequence and an MHC pseudo amino acid sequence, predict their binding affinity value. This is MHC class I binding data. The peptide sequence is SEVGICLST. The MHC is HLA-B18:01 with pseudo-sequence HLA-B18:01. The binding affinity (normalized) is 0.222.